From a dataset of Forward reaction prediction with 1.9M reactions from USPTO patents (1976-2016). Predict the product of the given reaction. (1) Given the reactants [NH:1]1[CH2:4][C:3](=[C:5]([C:10]2[CH:15]=[C:14]([F:16])[CH:13]=[C:12]([F:17])[CH:11]=2)[C:6]([O:8][CH3:9])=[O:7])[CH2:2]1.[CH3:18][C:19]([C:21]1[CH:26]=[CH:25][C:24]([Cl:27])=[CH:23][CH:22]=1)=O.C(N(CC)CC)C.C(O[BH-](OC(=O)C)OC(=O)C)(=O)C.[Na+], predict the reaction product. The product is: [Cl:27][C:24]1[CH:25]=[CH:26][C:21]([CH:19]([N:1]2[CH2:4][C:3](=[C:5]([C:10]3[CH:15]=[C:14]([F:16])[CH:13]=[C:12]([F:17])[CH:11]=3)[C:6]([O:8][CH3:9])=[O:7])[CH2:2]2)[CH3:18])=[CH:22][CH:23]=1. (2) Given the reactants Cl[C:2]1[N:3]=[C:4]([NH:19][CH3:20])[C:5]2[CH2:10][CH2:9][CH:8]([C:11]3[CH:16]=[CH:15][C:14]([F:17])=[CH:13][C:12]=3[F:18])[C:6]=2[N:7]=1.[Cl:21][C:22]1[N:23]=[CH:24][N:25]([C:27]2[CH:33]=[CH:32][C:30]([NH2:31])=[CH:29][C:28]=2[O:34][CH3:35])[CH:26]=1, predict the reaction product. The product is: [Cl:21][C:22]1[N:23]=[CH:24][N:25]([C:27]2[CH:33]=[CH:32][C:30]([NH:31][C:2]3[N:3]=[C:4]([NH:19][CH3:20])[C:5]4[CH2:10][CH2:9][CH:8]([C:11]5[CH:16]=[CH:15][C:14]([F:17])=[CH:13][C:12]=5[F:18])[C:6]=4[N:7]=3)=[CH:29][C:28]=2[O:34][CH3:35])[CH:26]=1. (3) Given the reactants [F:1][C:2]1[CH:7]=[CH:6][C:5]([C:8]2[C:9]([C:19]3[CH:24]=[CH:23][CH:22]=[C:21]([CH3:25])[N:20]=3)=[N:10][N:11]([S:13]([N:16]([CH3:18])[CH3:17])(=[O:15])=[O:14])[CH:12]=2)=[CH:4][C:3]=1B1OC(C)(C)C(C)(C)O1.Br[C:36]1[CH:40]=[CH:39][N:38]([C:41]([O:43][C:44]([CH3:47])([CH3:46])[CH3:45])=[O:42])[CH:37]=1.O, predict the reaction product. The product is: [CH3:18][N:16]([CH3:17])[S:13]([N:11]1[CH:12]=[C:8]([C:5]2[CH:6]=[CH:7][C:2]([F:1])=[C:3]([C:40]3[CH:36]=[CH:37][N:38]([C:41]([O:43][C:44]([CH3:47])([CH3:46])[CH3:45])=[O:42])[CH:39]=3)[CH:4]=2)[C:9]([C:19]2[CH:24]=[CH:23][CH:22]=[C:21]([CH3:25])[N:20]=2)=[N:10]1)(=[O:15])=[O:14]. (4) The product is: [CH3:13][O:12][C:11]1[CH:10]=[C:6]2[C:5](=[CH:4][C:3]=1[O:2][CH3:1])[C:14](=[O:15])[O:16][C:7]2=[O:9]. Given the reactants [CH3:1][O:2][C:3]1[CH:4]=[C:5]([C:14]([OH:16])=[O:15])[C:6](=[CH:10][C:11]=1[O:12][CH3:13])[C:7]([OH:9])=O, predict the reaction product. (5) The product is: [CH3:20][C:18]1[CH:19]=[C:14]([CH:11]2[CH2:12][CH2:13][NH:8][CH2:9][CH2:10]2)[CH:15]=[C:16]([CH3:22])[CH:17]=1. Given the reactants C([N:8]1[CH2:13][CH:12]=[C:11]([C:14]2[CH:19]=[C:18]([CH2:20]C)[CH:17]=[C:16]([CH2:22]C)[CH:15]=2)[CH2:10][CH2:9]1)C1C=CC=CC=1.C(O)=O, predict the reaction product. (6) Given the reactants [CH3:1][O:2][C:3]1[CH:10]=[CH:9][C:6]([CH:7]=O)=[CH:5][CH:4]=1.[C:11](#[N:15])[CH2:12][C:13]#[N:14], predict the reaction product. The product is: [CH3:1][O:2][C:3]1[CH:10]=[CH:9][C:6]([CH:7]=[C:12]([C:11]#[N:15])[C:13]#[N:14])=[CH:5][CH:4]=1.